Dataset: Forward reaction prediction with 1.9M reactions from USPTO patents (1976-2016). Task: Predict the product of the given reaction. (1) Given the reactants [C:1]([O:5][C:6]([C:8]1[CH:18]=[CH:17][C:11]([O:12][CH2:13]/[CH:14]=[CH:15]/[CH3:16])=[CH:10][CH:9]=1)=[O:7])([CH3:4])([CH3:3])[CH3:2].ClC1C=C(C=CC=1)C(OO)=[O:24], predict the reaction product. The product is: [O:24]1[CH:15]([CH3:16])[CH:14]1[CH2:13][O:12][C:11]1[CH:17]=[CH:18][C:8]([C:6]([O:5][C:1]([CH3:2])([CH3:4])[CH3:3])=[O:7])=[CH:9][CH:10]=1. (2) Given the reactants [F:1][C:2]1[CH:7]=[CH:6][C:5]([C:8]2[CH:13]=[CH:12][C:11]([C:14]([NH:16][C:17]3[CH:26]=[CH:25][C:24]4[CH2:23][CH:22]([CH2:27][N:28]([CH3:30])[CH3:29])[CH2:21][CH2:20][C:19]=4[CH:18]=3)=[O:15])=[CH:10][CH:9]=2)=[CH:4][CH:3]=1.[ClH:31].C(OCC)(=O)C, predict the reaction product. The product is: [ClH:31].[CH3:30][N:28]([CH2:27][CH:22]1[CH2:21][CH2:20][C:19]2[CH:18]=[C:17]([NH:16][C:14]([C:11]3[CH:12]=[CH:13][C:8]([C:5]4[CH:4]=[CH:3][C:2]([F:1])=[CH:7][CH:6]=4)=[CH:9][CH:10]=3)=[O:15])[CH:26]=[CH:25][C:24]=2[CH2:23]1)[CH3:29]. (3) Given the reactants [Br:1][C:2]1[C:3]([O:21][CH3:22])=[C:4]([C:10]([CH2:13][S:14][C:15]2[CH:20]=[CH:19][CH:18]=[CH:17][CH:16]=2)=[CH:11][CH:12]=1)[C:5]([O:7][CH2:8]C)=[O:6].BrC1C(OC)=C(C(CBr)=CC=1)[C:27](OC)=[O:28].COC1C=CC=CC=1S, predict the reaction product. The product is: [Br:1][C:2]1[C:3]([O:21][CH3:22])=[C:4]([C:10]([CH2:13][S:14][C:15]2[CH:20]=[CH:19][CH:18]=[CH:17][C:16]=2[O:28][CH3:27])=[CH:11][CH:12]=1)[C:5]([O:7][CH3:8])=[O:6]. (4) Given the reactants [CH3:1][C:2]1[C:7]([B:8]2[O:12][C:11]([CH3:14])([CH3:13])[C:10]([CH3:16])([CH3:15])[O:9]2)=[CH:6][CH:5]=[CH:4][C:3]=1[NH2:17].C(N([CH:24]([CH3:26])[CH3:25])CC)(C)C.[C:27](Cl)(Cl)=[O:28].C[N:32](C)[CH2:33][C:34]#[C:35]CC.Cl[CH2:40]Cl, predict the reaction product. The product is: [CH3:40][C:24]([CH3:25])([CH3:26])[C:35]#[C:34][CH2:33][NH:32][C:27]([NH:17][C:3]1[CH:4]=[CH:5][CH:6]=[C:7]([B:8]2[O:12][C:11]([CH3:13])([CH3:14])[C:10]([CH3:16])([CH3:15])[O:9]2)[C:2]=1[CH3:1])=[O:28]. (5) Given the reactants [C:1]1([CH:7]([C:14]2[C:22]3[C:17](=[CH:18][C:19]([O:23][CH2:24][CH2:25][CH2:26][NH:27][C:28]4[NH:29][CH:30]=[CH:31][N:32]=4)=[CH:20][CH:21]=3)[NH:16][CH:15]=2)[CH2:8][C:9]([O:11]CC)=[O:10])[CH:6]=[CH:5][CH:4]=[CH:3][CH:2]=1.Cl, predict the reaction product. The product is: [C:1]1([CH:7]([C:14]2[C:22]3[C:17](=[CH:18][C:19]([O:23][CH2:24][CH2:25][CH2:26][NH:27][C:28]4[NH:32][CH:31]=[CH:30][N:29]=4)=[CH:20][CH:21]=3)[NH:16][CH:15]=2)[CH2:8][C:9]([OH:11])=[O:10])[CH:6]=[CH:5][CH:4]=[CH:3][CH:2]=1. (6) Given the reactants [NH2:1][C:2]1[C:10]([OH:11])=[CH:9][C:5]([C:6]([OH:8])=[O:7])=[C:4]([NH:12][C:13]2[CH:18]=[CH:17][CH:16]=[CH:15][C:14]=2[F:19])[C:3]=1[F:20].[CH3:21]C1C=CC(S(O)(=O)=O)=CC=1.O, predict the reaction product. The product is: [F:20][C:3]1[C:2]2[N:1]=[CH:21][O:11][C:10]=2[CH:9]=[C:5]([C:6]([OH:8])=[O:7])[C:4]=1[NH:12][C:13]1[CH:18]=[CH:17][CH:16]=[CH:15][C:14]=1[F:19].